From a dataset of NCI-60 drug combinations with 297,098 pairs across 59 cell lines. Regression. Given two drug SMILES strings and cell line genomic features, predict the synergy score measuring deviation from expected non-interaction effect. (1) Drug 1: C1C(C(OC1N2C=C(C(=O)NC2=O)F)CO)O. Drug 2: CC1=C(C=C(C=C1)C(=O)NC2=CC(=CC(=C2)C(F)(F)F)N3C=C(N=C3)C)NC4=NC=CC(=N4)C5=CN=CC=C5. Cell line: MOLT-4. Synergy scores: CSS=52.2, Synergy_ZIP=-1.23, Synergy_Bliss=-2.08, Synergy_Loewe=-36.5, Synergy_HSA=-3.02. (2) Drug 1: CC1=C(C(=CC=C1)Cl)NC(=O)C2=CN=C(S2)NC3=CC(=NC(=N3)C)N4CCN(CC4)CCO. Drug 2: C#CCC(CC1=CN=C2C(=N1)C(=NC(=N2)N)N)C3=CC=C(C=C3)C(=O)NC(CCC(=O)O)C(=O)O. Cell line: SK-OV-3. Synergy scores: CSS=37.6, Synergy_ZIP=-5.66, Synergy_Bliss=-7.13, Synergy_Loewe=-3.95, Synergy_HSA=-2.54. (3) Drug 1: CC(C)(C#N)C1=CC(=CC(=C1)CN2C=NC=N2)C(C)(C)C#N. Drug 2: CC1C(C(CC(O1)OC2CC(CC3=C2C(=C4C(=C3O)C(=O)C5=C(C4=O)C(=CC=C5)OC)O)(C(=O)CO)O)N)O.Cl. Cell line: MOLT-4. Synergy scores: CSS=46.9, Synergy_ZIP=2.00, Synergy_Bliss=0.0832, Synergy_Loewe=-4.33, Synergy_HSA=-0.0891. (4) Cell line: NCI-H522. Drug 1: C1=NC2=C(N=C(N=C2N1C3C(C(C(O3)CO)O)O)F)N. Synergy scores: CSS=24.6, Synergy_ZIP=-5.93, Synergy_Bliss=-0.0162, Synergy_Loewe=-3.52, Synergy_HSA=-3.26. Drug 2: CCC1(CC2CC(C3=C(CCN(C2)C1)C4=CC=CC=C4N3)(C5=C(C=C6C(=C5)C78CCN9C7C(C=CC9)(C(C(C8N6C)(C(=O)OC)O)OC(=O)C)CC)OC)C(=O)OC)O.OS(=O)(=O)O. (5) Synergy scores: CSS=-2.24, Synergy_ZIP=0.235, Synergy_Bliss=-1.99, Synergy_Loewe=-4.57, Synergy_HSA=-3.78. Drug 2: CC(C)(C#N)C1=CC(=CC(=C1)CN2C=NC=N2)C(C)(C)C#N. Cell line: PC-3. Drug 1: CC1=CC=C(C=C1)C2=CC(=NN2C3=CC=C(C=C3)S(=O)(=O)N)C(F)(F)F.